The task is: Predict the product of the given reaction.. This data is from Forward reaction prediction with 1.9M reactions from USPTO patents (1976-2016). (1) Given the reactants [CH3:1][S:2]([CH2:5][CH2:6][OH:7])(=[O:4])=[O:3].C(N(CC)CC)C.[CH3:15][S:16](Cl)(=[O:18])=[O:17], predict the reaction product. The product is: [CH3:1][S:2]([CH2:5][CH2:6][O:7][S:16]([CH3:15])(=[O:18])=[O:17])(=[O:4])=[O:3]. (2) Given the reactants [CH:1]1([C:7]2[C:8]3[S:19][C:18]([C:20]([O:22][C:23]([CH3:26])([CH3:25])[CH3:24])=[O:21])=[CH:17][C:9]=3[N:10]([CH2:12][C:13]([O:15][CH3:16])=[O:14])[CH:11]=2)[CH2:6][CH2:5][CH2:4][CH2:3][CH2:2]1.[Br:27]N1C(=O)CCC1=O, predict the reaction product. The product is: [Br:27][C:11]1[N:10]([CH2:12][C:13]([O:15][CH3:16])=[O:14])[C:9]2[CH:17]=[C:18]([C:20]([O:22][C:23]([CH3:26])([CH3:25])[CH3:24])=[O:21])[S:19][C:8]=2[C:7]=1[CH:1]1[CH2:6][CH2:5][CH2:4][CH2:3][CH2:2]1. (3) Given the reactants BrC1C=C(S(NC2C(O)=CC(Cl)=CN=2)(=O)=O)C=NC=1.[Br:20][C:21]1[CH:22]=[C:23]([O:38]C)[C:24]([NH:27][S:28]([C:31]2[CH:35]=[C:34]([Cl:36])[S:33][C:32]=2[Cl:37])(=[O:30])=[O:29])=[N:25][CH:26]=1.BrC1C=C(S(NC2C(OC)=CC(Cl)=CN=2)(=O)=O)C=NC=1, predict the reaction product. The product is: [Br:20][C:21]1[CH:22]=[C:23]([OH:38])[C:24]([NH:27][S:28]([C:31]2[CH:35]=[C:34]([Cl:36])[S:33][C:32]=2[Cl:37])(=[O:29])=[O:30])=[N:25][CH:26]=1. (4) Given the reactants [Cl:1][C:2]1[CH:7]=[CH:6][C:5]([C:8]2([CH3:40])[C:12]([C:14]3[CH:19]=[CH:18][C:17]([Cl:20])=[CH:16][CH:15]=3)([CH3:13])[NH:11][C:10]([C:21]3[CH:26]=[C:25]([S:27]([N:30]4[CH2:34][CH2:33][CH2:32][CH2:31]4)(=[O:29])=[O:28])[C:24]([O:35][CH3:36])=[CH:23][C:22]=3[O:37][CH2:38][CH3:39])=[N:9]2)=[CH:4][CH:3]=1.[C:41](Cl)([Cl:43])=[O:42], predict the reaction product. The product is: [Cl:1][C:2]1[CH:7]=[CH:6][C:5]([C:8]2([CH3:40])[C:12]([C:14]3[CH:19]=[CH:18][C:17]([Cl:20])=[CH:16][CH:15]=3)([CH3:13])[N:11]([C:41]([Cl:43])=[O:42])[C:10]([C:21]3[CH:26]=[C:25]([S:27]([N:30]4[CH2:31][CH2:32][CH2:33][CH2:34]4)(=[O:28])=[O:29])[C:24]([O:35][CH3:36])=[CH:23][C:22]=3[O:37][CH2:38][CH3:39])=[N:9]2)=[CH:4][CH:3]=1. (5) Given the reactants [Al+3].[Cl-].[Cl-].[Cl-].[Na+].[Cl-].[CH2:7]1[C:17]2=[C:18]3[C:13](=[CH:14][CH:15]=[CH:16]2)[CH2:12][CH2:11][C:10](=[O:19])[N:9]3[CH2:8]1.Cl.[C:21](Cl)(=[O:28])[C:22]1[CH:27]=[CH:26][N:25]=[CH:24][CH:23]=1.Cl, predict the reaction product. The product is: [N:25]1[CH:26]=[CH:27][C:22]([C:21]([C:15]2[CH:14]=[C:13]3[C:18]4=[C:17]([CH2:7][CH2:8][N:9]4[C:10](=[O:19])[CH2:11][CH2:12]3)[CH:16]=2)=[O:28])=[CH:23][CH:24]=1. (6) Given the reactants [CH3:1][C:2]1([CH3:25])[CH2:11][CH2:10][C:9]([CH3:13])([CH3:12])[C:8]2[CH:7]=[C:6]([CH:14]([OH:17])[C:15]#[CH:16])[CH:5]=[C:4]([C:18]3[CH:23]=[CH:22][C:21]([CH3:24])=[CH:20][CH:19]=3)[C:3]1=2.I[C:27]1[CH:35]=[CH:34][C:30]([C:31]([OH:33])=[O:32])=[CH:29][CH:28]=1, predict the reaction product. The product is: [OH:17][CH:14]([C:6]1[CH:5]=[C:4]([C:18]2[CH:23]=[CH:22][C:21]([CH3:24])=[CH:20][CH:19]=2)[C:3]2[C:2]([CH3:25])([CH3:1])[CH2:11][CH2:10][C:9]([CH3:12])([CH3:13])[C:8]=2[CH:7]=1)[C:15]#[C:16][C:27]1[CH:35]=[CH:34][C:30]([C:31]([OH:33])=[O:32])=[CH:29][CH:28]=1.